From a dataset of Full USPTO retrosynthesis dataset with 1.9M reactions from patents (1976-2016). Predict the reactants needed to synthesize the given product. (1) Given the product [Br:1][C:2]1[C:7]([O:8][CH3:9])=[CH:6][C:5]([C:10]2[O:11][C:12]([C:20](=[O:36])[CH:21]([O:34][CH3:35])[C:22]3[CH:23]=[N:24][C:25]([N:28]4[CH2:29][CH2:30][O:31][CH2:32][CH2:33]4)=[CH:26][CH:27]=3)=[CH:13][CH:14]=2)=[CH:4][C:3]=1[O:15][CH3:16], predict the reactants needed to synthesize it. The reactants are: [Br:1][C:2]1[C:7]([O:8][CH3:9])=[CH:6][C:5]([C:10]2[O:11][CH:12]=[CH:13][CH:14]=2)=[CH:4][C:3]=1[O:15][CH3:16].CON(C)[C:20](=[O:36])[CH:21]([O:34][CH3:35])[C:22]1[CH:23]=[N:24][C:25]([N:28]2[CH2:33][CH2:32][O:31][CH2:30][CH2:29]2)=[CH:26][CH:27]=1. (2) Given the product [OH:2][C:3]1[CH:4]=[CH:5][C:6]2[S:10][C:9]([C:11]3[CH:12]=[C:13]([CH:19]=[CH:20][CH:21]=3)[C:14]([O:16][CH2:17][CH3:18])=[O:15])=[CH:8][C:7]=2[CH:22]=1, predict the reactants needed to synthesize it. The reactants are: C[O:2][C:3]1[CH:4]=[CH:5][C:6]2[S:10][C:9]([C:11]3[CH:12]=[C:13]([CH:19]=[CH:20][CH:21]=3)[C:14]([O:16][CH2:17][CH3:18])=[O:15])=[CH:8][C:7]=2[CH:22]=1.B(Br)(Br)Br. (3) Given the product [F:18][C:15]1[CH:14]=[CH:13][C:12]([CH2:11][CH:9]2[O:8][N:7]=[C:6]([CH2:4][OH:3])[CH2:10]2)=[CH:17][CH:16]=1, predict the reactants needed to synthesize it. The reactants are: C([O:3][C:4]([C:6]1[CH2:10][CH:9]([CH2:11][C:12]2[CH:17]=[CH:16][C:15]([F:18])=[CH:14][CH:13]=2)[O:8][N:7]=1)=O)C.[BH4-].[Na+].O.